From a dataset of Full USPTO retrosynthesis dataset with 1.9M reactions from patents (1976-2016). Predict the reactants needed to synthesize the given product. (1) Given the product [Br:1][C:2]1[CH:20]=[CH:19][C:5]([C:6]2[O:18][C:10]([C:11]3[CH:16]=[CH:15][C:14]([Br:17])=[CH:13][CH:12]=3)=[N:9][N:8]=2)=[CH:4][CH:3]=1, predict the reactants needed to synthesize it. The reactants are: [Br:1][C:2]1[CH:20]=[CH:19][C:5]([C:6]([NH:8][NH:9][C:10](=[O:18])[C:11]2[CH:16]=[CH:15][C:14]([Br:17])=[CH:13][CH:12]=2)=O)=[CH:4][CH:3]=1.O=P(Cl)(Cl)Cl.O. (2) Given the product [CH2:50]([N:57]1[CH:61]=[C:60]([C:62]2[CH:63]=[C:64]([NH:68][C:23]([C:18]3[C:19](=[O:22])[O:20][C:21]4[C:16]([CH:17]=3)=[CH:15][CH:14]=[CH:13][C:12]=4[O:11][CH3:10])=[O:25])[CH:65]=[CH:66][CH:67]=2)[CH:59]=[N:58]1)[C:51]1[CH:52]=[CH:53][CH:54]=[CH:55][CH:56]=1, predict the reactants needed to synthesize it. The reactants are: CCN(C(C)C)C(C)C.[CH3:10][O:11][C:12]1[CH:13]=[CH:14][CH:15]=[C:16]2[C:21]=1[O:20][C:19](=[O:22])[C:18]([C:23]([OH:25])=O)=[CH:17]2.CN(C(ON1N=NC2C=CC=NC1=2)=[N+](C)C)C.F[P-](F)(F)(F)(F)F.[CH2:50]([N:57]1[CH:61]=[C:60]([C:62]2[CH:63]=[C:64]([NH2:68])[CH:65]=[CH:66][CH:67]=2)[CH:59]=[N:58]1)[C:51]1[CH:56]=[CH:55][CH:54]=[CH:53][CH:52]=1. (3) Given the product [Cl:1][C:2]1[CH:7]=[C:6]([C:8]2[N:12]=[CH:11][NH:10][N:9]=2)[CH:5]=[CH:4][C:3]=1[C:21]1[CH:22]=[N:23][N:24]2[CH:29]=[CH:28][C:27]([N:30]3[C@@H:34]([CH:35]([CH3:36])[CH3:37])[CH2:33][O:32][C:31]3=[O:38])=[N:26][C:25]=12, predict the reactants needed to synthesize it. The reactants are: [Cl:1][C:2]1[CH:7]=[C:6]([C:8]2[N:12]=[CH:11][N:10](COCC[Si](C)(C)C)[N:9]=2)[CH:5]=[CH:4][C:3]=1[C:21]1[CH:22]=[N:23][N:24]2[CH:29]=[CH:28][C:27]([N:30]3[C@@H:34]([CH:35]([CH3:37])[CH3:36])[CH2:33][O:32][C:31]3=[O:38])=[N:26][C:25]=12.ClC1C=C(C2N(COCC[Si](C)(C)C)N=CN=2)C=CC=1C1C=NN2C=CC(N3[C@@H](C(C)C)COC3=O)=NC=12. (4) Given the product [OH:12][C:9]1[CH:8]=[CH:7][C:6]([N:1]2[CH:5]=[N:4][N:3]=[N:2]2)=[CH:11][C:10]=1[CH:25]=[O:26], predict the reactants needed to synthesize it. The reactants are: [N:1]1([C:6]2[CH:11]=[CH:10][C:9]([OH:12])=[CH:8][CH:7]=2)[CH:5]=[N:4][N:3]=[N:2]1.C1N2CN3CN(C2)CN1C3.FC(F)(F)[C:25](O)=[O:26]. (5) Given the product [Br:1][C:2]1[CH:7]=[CH:6][C:5]2[N:8]=[CH:16][N:9]([C:10]3[CH:15]=[CH:14][CH:13]=[CH:12][CH:11]=3)[C:4]=2[CH:3]=1, predict the reactants needed to synthesize it. The reactants are: [Br:1][C:2]1[CH:3]=[C:4]([NH:9][C:10]2[CH:15]=[CH:14][CH:13]=[CH:12][CH:11]=2)[C:5]([NH2:8])=[CH:6][CH:7]=1.[CH:16](O)=O.